This data is from Forward reaction prediction with 1.9M reactions from USPTO patents (1976-2016). The task is: Predict the product of the given reaction. Given the reactants C[O:2][C:3]1[CH:8]=[CH:7][C:6]([C:9](=[O:15])[CH2:10][CH2:11][C:12]([OH:14])=[O:13])=[C:5]([CH3:16])[CH:4]=1.[C:17](O)(=O)[CH3:18].Br, predict the reaction product. The product is: [CH2:17]([O:14][C:12](=[O:13])[CH2:11][CH2:10][C:9]([C:6]1[CH:7]=[CH:8][C:3]([OH:2])=[CH:4][C:5]=1[CH3:16])=[O:15])[CH3:18].